Dataset: Peptide-MHC class II binding affinity with 134,281 pairs from IEDB. Task: Regression. Given a peptide amino acid sequence and an MHC pseudo amino acid sequence, predict their binding affinity value. This is MHC class II binding data. (1) The peptide sequence is IKYTRPGDSLAEVEL. The MHC is DRB1_0701 with pseudo-sequence DRB1_0701. The binding affinity (normalized) is 0.492. (2) The peptide sequence is SRWSSPDNVKPIYIV. The MHC is HLA-DPA10103-DPB10301 with pseudo-sequence HLA-DPA10103-DPB10301. The binding affinity (normalized) is 0.0477. (3) The peptide sequence is PDPTKLILQLLKDFL. The MHC is HLA-DPA10103-DPB10401 with pseudo-sequence HLA-DPA10103-DPB10401. The binding affinity (normalized) is 0.550. (4) The peptide sequence is SRGVQGFIFFFLFNIKK. The MHC is HLA-DQA10201-DQB10301 with pseudo-sequence HLA-DQA10201-DQB10301. The binding affinity (normalized) is 0. (5) The peptide sequence is LIEKINAGFKAALAA. The MHC is DRB1_0901 with pseudo-sequence DRB1_0901. The binding affinity (normalized) is 0.679. (6) The peptide sequence is YLGPLSCKSCWQKFD. The MHC is H-2-IEd with pseudo-sequence H-2-IEd. The binding affinity (normalized) is 0.0847. (7) The peptide sequence is SKSDDQIWLSQWFMN. The MHC is DRB5_0101 with pseudo-sequence DRB5_0101. The binding affinity (normalized) is 0.557. (8) The peptide sequence is KELLNRIQVDSSNPLSEKEK. The MHC is DRB1_0701 with pseudo-sequence DRB1_0701. The binding affinity (normalized) is 0.669. (9) The peptide sequence is TVWAQSADFPQFKPE. The MHC is HLA-DQA10501-DQB10301 with pseudo-sequence HLA-DQA10501-DQB10301. The binding affinity (normalized) is 0.394. (10) The binding affinity (normalized) is 0.570. The MHC is HLA-DQA10201-DQB10303 with pseudo-sequence HLA-DQA10201-DQB10303. The peptide sequence is RTKGTMRASALILIE.